From a dataset of Reaction yield outcomes from USPTO patents with 853,638 reactions. Predict the reaction yield, written as a fraction of the theoretical maximum amount of product (1.0 means a 100% yield; for example, 0.34 means a 34% yield). The reactants are [CH2:1]([C@H:8]1[N:13]([C:14](=[O:24])[CH2:15][CH2:16][C:17]2[CH:22]=[CH:21][CH:20]=[CH:19][C:18]=2[OH:23])[CH2:12][CH2:11][N:10](C(OC(C)(C)C)=O)[CH2:9]1)[C:2]1[CH:7]=[CH:6][CH:5]=[CH:4][CH:3]=1.C([O-])([O-])=O.[K+].[K+].Br[CH2:39][CH2:40][CH2:41][O:42][CH3:43]. The catalyst is CN(C=O)C.O. The product is [CH2:1]([C@@H:8]1[CH2:9][NH:10][CH2:11][CH2:12][N:13]1[C:14](=[O:24])[CH2:15][CH2:16][C:17]1[CH:22]=[CH:21][CH:20]=[CH:19][C:18]=1[O:23][CH2:39][CH2:40][CH2:41][O:42][CH3:43])[C:2]1[CH:3]=[CH:4][CH:5]=[CH:6][CH:7]=1. The yield is 0.600.